Regression/Classification. Given a drug SMILES string, predict its absorption, distribution, metabolism, or excretion properties. Task type varies by dataset: regression for continuous measurements (e.g., permeability, clearance, half-life) or binary classification for categorical outcomes (e.g., BBB penetration, CYP inhibition). Dataset: cyp2c9_veith. From a dataset of CYP2C9 inhibition data for predicting drug metabolism from PubChem BioAssay. (1) The molecule is CN(C)c1ccc(-c2ccc3ncnc(N4CCNCC4)c3c2)cc1. The result is 0 (non-inhibitor). (2) The compound is Cc1ccc(S(=O)(=O)N[C@H]2COC(=O)[C@H](C)COC(=O)C/C=C\[C@H]2C)cc1. The result is 0 (non-inhibitor).